Dataset: Forward reaction prediction with 1.9M reactions from USPTO patents (1976-2016). Task: Predict the product of the given reaction. (1) Given the reactants [OH:1]/[N:2]=[C:3](\[NH2:17])/[CH2:4][CH2:5][CH2:6][C:7]1[CH:16]=[CH:15][C:14]2[CH2:13][CH2:12][CH2:11][NH:10][C:9]=2[N:8]=1.[CH2:18]1[CH2:22][C:21]2([CH2:29][C:27](=O)[O:26][C:24](=[O:25])[CH2:23]2)[CH2:20][CH2:19]1, predict the reaction product. The product is: [N:8]1[C:9]2[NH:10][CH2:11][CH2:12][CH2:13][C:14]=2[CH:15]=[CH:16][C:7]=1[CH2:6][CH2:5][CH2:4][C:3]1[N:17]=[C:27]([CH2:29][C:21]2([CH2:23][C:24]([OH:26])=[O:25])[CH2:22][CH2:18][CH2:19][CH2:20]2)[O:1][N:2]=1. (2) Given the reactants [F:1][C:2]1[C:10]([F:11])=[CH:9][C:5]([C:6](O)=[O:7])=[C:4]([N+:12]([O-:14])=[O:13])[CH:3]=1.C1COCC1, predict the reaction product. The product is: [F:1][C:2]1[C:10]([F:11])=[CH:9][C:5]([CH2:6][OH:7])=[C:4]([N+:12]([O-:14])=[O:13])[CH:3]=1. (3) Given the reactants [Br:1][C:2]1[C:7](N)=[CH:6][CH:5]=CN=1.C([N:11]([CH2:14][CH3:15])CC)C.[C:16](Cl)(=[O:20])[C:17]([CH3:19])=[CH2:18].[CH2:22](Cl)Cl, predict the reaction product. The product is: [Br:1][C:2]1[CH:7]=[C:6]([CH3:5])[CH:22]=[CH:15][C:14]=1[NH:11][C:16](=[O:20])[C:17]([CH3:19])=[CH2:18]. (4) Given the reactants Cl[C:2]1[N:7]=[C:6]([NH:8][C:9]2[CH:14]=[CH:13][CH:12]=[C:11]([B:15]([OH:17])O)[CH:10]=2)[C:5]([F:18])=[CH:4][N:3]=1.[CH2:19]1[CH2:29][O:28][C:27]2[CH:26]=[CH:25][C:23]([NH2:24])=[CH:22][C:21]=2[O:20]1, predict the reaction product. The product is: [CH2:19]1[CH2:29][O:28][C:27]2[CH:26]=[CH:25][C:23]([NH:24][C:2]3[N:7]=[C:6]([NH:8][C:9]4[CH:14]=[CH:13][CH:12]=[C:11]([BH:15][OH:17])[CH:10]=4)[C:5]([F:18])=[CH:4][N:3]=3)=[CH:22][C:21]=2[O:20]1.